Dataset: Catalyst prediction with 721,799 reactions and 888 catalyst types from USPTO. Task: Predict which catalyst facilitates the given reaction. (1) Reactant: [CH2:1]([O:8][C:9]([N:11]1[CH2:18][CH2:17][CH2:16][C@H:12]1[C:13](O)=[O:14])=[O:10])[C:2]1[CH:7]=[CH:6][CH:5]=[CH:4][CH:3]=1.C[N:20]1CCOCC1.ClC(OCC)=O.N. Product: [CH2:1]([O:8][C:9]([N:11]1[CH2:18][CH2:17][CH2:16][C@H:12]1[C:13](=[O:14])[NH2:20])=[O:10])[C:2]1[CH:7]=[CH:6][CH:5]=[CH:4][CH:3]=1. The catalyst class is: 30. (2) Reactant: [C:1]([O:5][C:6]([N:8]1[CH2:13][C@H:12]([CH2:14][O:15][C:16]2[CH:25]=[C:24]3[C:19]([CH:20]=[CH:21][CH:22]=[N:23]3)=[CH:18][CH:17]=2)[N:11]([C:26]2[CH:31]=[CH:30][C:29]([O:32][CH2:33][CH2:34][CH2:35][O:36][CH2:37][C:38]3[CH:43]=[CH:42][CH:41]=[CH:40][C:39]=3[O:44][CH3:45])=[CH:28][CH:27]=2)[C:10](=[O:46])[CH2:9]1)=[O:7])([CH3:4])([CH3:3])[CH3:2].[BH4-].[Na+].[Cl-].[NH4+].O. Product: [C:1]([O:5][C:6]([N:8]1[CH2:13][C@H:12]([CH2:14][O:15][C:16]2[CH:25]=[C:24]3[C:19]([CH2:20][CH2:21][CH2:22][NH:23]3)=[CH:18][CH:17]=2)[N:11]([C:26]2[CH:31]=[CH:30][C:29]([O:32][CH2:33][CH2:34][CH2:35][O:36][CH2:37][C:38]3[CH:43]=[CH:42][CH:41]=[CH:40][C:39]=3[O:44][CH3:45])=[CH:28][CH:27]=2)[C:10](=[O:46])[CH2:9]1)=[O:7])([CH3:3])([CH3:4])[CH3:2]. The catalyst class is: 652. (3) Reactant: [F:1][CH:2]([F:12])[CH2:3][NH:4][C:5]1[C:6]([NH2:11])=[CH:7][CH:8]=[CH:9][CH:10]=1.[Cl:13][C:14]1[CH:19]=[CH:18][C:17]([C:20](=O)[C:21](O)=[O:22])=[CH:16][CH:15]=1. Product: [Cl:13][C:14]1[CH:19]=[CH:18][C:17]([C:20]2[C:21](=[O:22])[N:4]([CH2:3][CH:2]([F:12])[F:1])[C:5]3[C:6]([N:11]=2)=[CH:7][CH:8]=[CH:9][CH:10]=3)=[CH:16][CH:15]=1. The catalyst class is: 5. (4) Reactant: [Cl:1][C:2]1[CH:7]=[CH:6][C:5]([S:8]([N:11]([C:15]2[CH:20]=[C:19]([Cl:21])[CH:18]=[CH:17][C:16]=2[CH:22]([OH:39])[C:23]2[CH:28]=[CH:27][N:26]=[C:25]3[N:29]([Si:32]([C:35]([CH3:38])([CH3:37])[CH3:36])([CH3:34])[CH3:33])[CH:30]=[CH:31][C:24]=23)[CH2:12][O:13][CH3:14])(=[O:10])=[O:9])=[CH:4][C:3]=1[C:40]([F:43])([F:42])[F:41].CC(OI1(OC(C)=O)(OC(C)=O)OC(=O)C2C=CC=CC1=2)=O.[O-]S([O-])(=S)=O.[Na+].[Na+].C([O-])(O)=O.[Na+]. Product: [Cl:1][C:2]1[CH:7]=[CH:6][C:5]([S:8]([N:11]([C:15]2[CH:20]=[C:19]([Cl:21])[CH:18]=[CH:17][C:16]=2[C:22]([C:23]2[C:24]3[CH:31]=[CH:30][N:29]([Si:32]([C:35]([CH3:37])([CH3:38])[CH3:36])([CH3:33])[CH3:34])[C:25]=3[N:26]=[CH:27][CH:28]=2)=[O:39])[CH2:12][O:13][CH3:14])(=[O:9])=[O:10])=[CH:4][C:3]=1[C:40]([F:43])([F:42])[F:41]. The catalyst class is: 2.